This data is from Retrosynthesis with 50K atom-mapped reactions and 10 reaction types from USPTO. The task is: Predict the reactants needed to synthesize the given product. (1) Given the product COC(=O)Cc1ccc(OCC(=O)c2cccnc2C)cc1, predict the reactants needed to synthesize it. The reactants are: COC(=O)Cc1ccc(O)cc1.Cc1ncccc1C(=O)CBr. (2) Given the product CNC(=O)c1c(-c2ccc(F)cc2)oc2cc(N(CC3CCNCC3)S(C)(=O)=O)c(-c3cccc(-c4nc5ncccc5o4)c3)cc12, predict the reactants needed to synthesize it. The reactants are: CNC(=O)c1c(-c2ccc(F)cc2)oc2cc(N(CC3CCN(C(=O)OC(C)(C)C)CC3)S(C)(=O)=O)c(-c3cccc(-c4nc5ncccc5o4)c3)cc12. (3) Given the product C[C@@H](c1ccc(-c2ccc(F)cc2)cc1)N1CC[C@](CCC#N)(c2ccccc2)OC1=O, predict the reactants needed to synthesize it. The reactants are: C[C@@H](c1ccc(-c2ccc(F)cc2)cc1)N1CC[C@](CCC(N)=O)(c2ccccc2)OC1=O. (4) The reactants are: CCOC(=O)c1ccc(Cl)c([N+](=O)[O-])c1.N[C@H]1CC[C@H](O)CC1. Given the product CCOC(=O)c1ccc(N[C@H]2CC[C@H](O)CC2)c([N+](=O)[O-])c1, predict the reactants needed to synthesize it. (5) Given the product Nc1nc(C(=NOCc2ccc(Cl)cc2)C(=O)O)cs1, predict the reactants needed to synthesize it. The reactants are: CCOC(=O)C(=NOCc1ccc(Cl)cc1)c1csc(N)n1. (6) The reactants are: COc1cc([N+](=O)[O-])c(C#N)cc1OCc1ccccc1. Given the product COc1cc(N)c(C#N)cc1OCc1ccccc1, predict the reactants needed to synthesize it. (7) Given the product COC(=O)C(NC(=O)OC(C)(C)C)c1ccccc1F, predict the reactants needed to synthesize it. The reactants are: CC(C)(C)OC(=O)OC(=O)OC(C)(C)C.COC(=O)C([NH3+])c1ccccc1F. (8) The reactants are: N#Cc1ccc(CN2CCC(N)CC2)cc1.O=C(O)c1cnc(Br)s1. Given the product N#Cc1ccc(CN2CCC(NC(=O)c3cnc(Br)s3)CC2)cc1, predict the reactants needed to synthesize it. (9) Given the product CCCn1c([C@H](C)OCc2ccccc2)nn(Cc2ccc(C)cc2)c1=O, predict the reactants needed to synthesize it. The reactants are: CCCn1c([C@H](C)OCc2ccccc2)n[nH]c1=O.Cc1ccc(CBr)cc1.